The task is: Predict which catalyst facilitates the given reaction.. This data is from Catalyst prediction with 721,799 reactions and 888 catalyst types from USPTO. (1) Reactant: [CH3:1][O:2][C:3](=[O:11])[C:4]1[CH:9]=[CH:8][C:7]([NH2:10])=[CH:6][CH:5]=1.[Br:12][C:13]1[CH:14]=[CH:15][C:16]([CH2:21][CH3:22])=[C:17]([CH:20]=1)[CH:18]=O.[CH2:23]=[C:24]([CH3:26])[CH3:25].FC(F)(F)S([O-])(=O)=O.[Yb+3].FC(F)(F)S([O-])(=O)=O.FC(F)(F)S([O-])(=O)=O. Product: [CH3:1][O:2][C:3]([C:4]1[CH:5]=[C:6]2[C:7](=[CH:8][CH:9]=1)[NH:10][CH:18]([C:17]1[CH:20]=[C:13]([Br:12])[CH:14]=[CH:15][C:16]=1[CH2:21][CH3:22])[CH2:23][C:24]2([CH3:26])[CH3:25])=[O:11]. The catalyst class is: 115. (2) Product: [C:17]([N:14]1[CH2:15][CH2:16][N:11]([C:9]([O:8][CH2:1][C:2]2[CH:7]=[CH:6][CH:5]=[CH:4][CH:3]=2)=[O:10])[CH2:12][CH2:13]1)(=[O:19])[CH3:18]. The catalyst class is: 17. Reactant: [CH2:1]([O:8][C:9]([N:11]1[CH2:16][CH2:15][NH:14][CH2:13][CH2:12]1)=[O:10])[C:2]1[CH:7]=[CH:6][CH:5]=[CH:4][CH:3]=1.[C:17](OC(=O)C)(=[O:19])[CH3:18]. (3) Reactant: I[C:2]1[C:10]2[C:5](=[N:6][CH:7]=[N:8][C:9]=2[NH2:11])[N:4]([CH2:12][C:13]2[C:14]([C:24]3[CH:29]=[CH:28][CH:27]=[CH:26][C:25]=3[C:30]([F:33])([F:32])[F:31])=[N:15][C:16]3[C:21]([CH:22]=2)=[CH:20][CH:19]=[CH:18][C:17]=3[CH3:23])[N:3]=1.[OH:34][C:35]1[CH:36]=[C:37](B(O)O)[CH:38]=[CH:39][CH:40]=1.C(=O)([O-])[O-].[Na+].[Na+]. Product: [NH2:11][C:9]1[N:8]=[CH:7][N:6]=[C:5]2[N:4]([CH2:12][C:13]3[C:14]([C:24]4[CH:29]=[CH:28][CH:27]=[CH:26][C:25]=4[C:30]([F:31])([F:32])[F:33])=[N:15][C:16]4[C:21]([CH:22]=3)=[CH:20][CH:19]=[CH:18][C:17]=4[CH3:23])[N:3]=[C:2]([C:39]3[CH:40]=[C:35]([OH:34])[CH:36]=[CH:37][CH:38]=3)[C:10]=12. The catalyst class is: 128. (4) Reactant: [CH2:1]([C:8]1([C:19]2[N:20]=[CH:21][NH:22][CH:23]=2)[CH2:17][CH2:16][C:15]2[C:10](=[CH:11][CH:12]=[CH:13][CH:14]=2)[CH:9]1O)[C:2]1[CH:7]=[CH:6][CH:5]=[CH:4][CH:3]=1.O.[OH-].[Na+]. Product: [CH:11]1[C:16]2[CH:17]3[C:8]([C:19]4[N:20]=[CH:21][NH:22][CH:23]=4)([CH2:1][C:2]4[CH:3]=[CH:4][CH:5]=[CH:6][C:7]=43)[CH2:9][CH2:10][C:15]=2[CH:14]=[CH:13][CH:12]=1. The catalyst class is: 501. (5) Reactant: [CH3:1][O:2][C:3]([C:5]1[CH:6]=[C:7]([CH:11]=[CH:12][N:13]=1)[C:8]([OH:10])=O)=[O:4].Cl.[CH2:15]([NH2:17])[CH3:16].C(N(C(C)C)CC)(C)C.CN(C(ON1N=NC2C=CC=CC1=2)=[N+](C)C)C.F[P-](F)(F)(F)(F)F. Product: [CH2:15]([NH:17][C:8]([C:7]1[CH:11]=[CH:12][N:13]=[C:5]([C:3]([O:2][CH3:1])=[O:4])[CH:6]=1)=[O:10])[CH3:16]. The catalyst class is: 3. (6) Reactant: [C:1]([NH:4][C:5]1[S:6][C:7]([C:11]2[S:15][C:14]([S:16](Cl)(=[O:18])=[O:17])=[CH:13][CH:12]=2)=[C:8]([CH3:10])[N:9]=1)(=[O:3])[CH3:2].C(N(CC)CC)C.[CH3:27][NH:28][CH2:29][CH2:30][NH:31][CH3:32]. Product: [CH3:10][C:8]1[N:9]=[C:5]([NH:4][C:1](=[O:3])[CH3:2])[S:6][C:7]=1[C:11]1[S:15][C:14]([S:16]([N:28]([CH3:27])[CH2:29][CH2:30][NH:31][CH3:32])(=[O:18])=[O:17])=[CH:13][CH:12]=1. The catalyst class is: 2. (7) Reactant: Br[C:2]1[CH:7]=[CH:6][C:5]([C@@H:8]2[CH2:13][CH2:12][CH2:11][CH2:10][N:9]2[CH2:14][C:15]2[C:23]([O:24][CH3:25])=[CH:22][C:21]([CH3:26])=[C:20]3[C:16]=2[CH:17]=[CH:18][N:19]3[C:27]([O:29][C:30]([CH3:33])([CH3:32])[CH3:31])=[O:28])=[CH:4][CH:3]=1.CC1(C)C(C)(C)OB([C:42]2[CH:43]=[N:44][NH:45][CH:46]=2)O1.C([O-])([O-])=O.[K+].[K+].O. Product: [NH:44]1[CH:43]=[C:42]([C:2]2[CH:7]=[CH:6][C:5]([C@@H:8]3[CH2:13][CH2:12][CH2:11][CH2:10][N:9]3[CH2:14][C:15]3[C:23]([O:24][CH3:25])=[CH:22][C:21]([CH3:26])=[C:20]4[C:16]=3[CH:17]=[CH:18][N:19]4[C:27]([O:29][C:30]([CH3:31])([CH3:32])[CH3:33])=[O:28])=[CH:4][CH:3]=2)[CH:46]=[N:45]1. The catalyst class is: 752. (8) Reactant: C[O:2][C:3](=O)[C:4]1[CH:9]=[CH:8][N:7]=[C:6]([N:10]2[CH2:15][CH2:14][N:13]([C:16](=[O:28])[C:17]3[CH:22]=[C:21]([F:23])[CH:20]=[CH:19][C:18]=3[C:24]([F:27])([F:26])[F:25])[CH2:12][CH2:11]2)[CH:5]=1.[CH:30]1([CH2:33][CH2:34][CH2:35][NH2:36])[CH2:32][CH2:31]1.C(N(CC)CC)C.[C-]#N.[Na+]. Product: [CH:30]1([CH2:33][CH2:34][CH2:35][NH:36][C:3](=[O:2])[C:4]2[CH:9]=[CH:8][N:7]=[C:6]([N:10]3[CH2:15][CH2:14][N:13]([C:16](=[O:28])[C:17]4[CH:22]=[C:21]([F:23])[CH:20]=[CH:19][C:18]=4[C:24]([F:25])([F:27])[F:26])[CH2:12][CH2:11]3)[CH:5]=2)[CH2:32][CH2:31]1. The catalyst class is: 5. (9) Reactant: Cl.[C:2]([O:6][C:7](=[O:14])[C@H:8]([C@H:10]([CH2:12][CH3:13])[CH3:11])[NH2:9])([CH3:5])([CH3:4])[CH3:3].C(N(CC)CC)C.Br[CH2:23][C:24]([O:26][CH2:27][CH3:28])=[O:25]. Product: [CH2:27]([O:26][C:24](=[O:25])[CH2:23][NH:9][C@@H:8]([C@@H:10]([CH3:11])[CH2:12][CH3:13])[C:7]([O:6][C:2]([CH3:4])([CH3:5])[CH3:3])=[O:14])[CH3:28]. The catalyst class is: 9.